Dataset: Full USPTO retrosynthesis dataset with 1.9M reactions from patents (1976-2016). Task: Predict the reactants needed to synthesize the given product. (1) Given the product [CH3:25][O:24][C:7]1[CH:6]=[CH:5][C:4]2[N:3]=[C:2]([NH:26][C:27]3[CH:32]=[CH:31][CH:30]=[C:29]([S:33]([F:38])([F:34])([F:35])([F:36])[F:37])[CH:28]=3)[C:11]3=[N:12][NH:13][CH:14]=[C:10]3[C:9]=2[CH:8]=1, predict the reactants needed to synthesize it. The reactants are: Cl[C:2]1[C:11]2=[N:12][N:13](CC3C=CC(OC)=CC=3)[CH:14]=[C:10]2[C:9]2[CH:8]=[C:7]([O:24][CH3:25])[CH:6]=[CH:5][C:4]=2[N:3]=1.[NH2:26][C:27]1[CH:28]=[C:29]([S:33]([F:38])([F:37])([F:36])([F:35])[F:34])[CH:30]=[CH:31][CH:32]=1.Cl. (2) Given the product [CH3:19][O:20][C:21]1[CH:22]=[C:23]([CH:27]=[CH:28][CH:29]=1)[C:24]([NH:1][C:2]1[CH:18]=[CH:17][CH:16]=[C:4]([O:5][C:6]2[CH:11]=[CH:10][N:9]=[C:8]3[NH:12][C:13](=[O:15])[NH:14][C:7]=23)[CH:3]=1)=[O:25], predict the reactants needed to synthesize it. The reactants are: [NH2:1][C:2]1[CH:3]=[C:4]([CH:16]=[CH:17][CH:18]=1)[O:5][C:6]1[CH:11]=[CH:10][N:9]=[C:8]2[NH:12][C:13](=[O:15])[NH:14][C:7]=12.[CH3:19][O:20][C:21]1[CH:22]=[C:23]([CH:27]=[CH:28][CH:29]=1)[C:24](Cl)=[O:25]. (3) Given the product [CH2:5]([O:12][C:13]1[CH:14]=[CH:15][C:16]([C:19]2[N:29]([C:31]3[CH:36]=[N:35][C:34]([O:37][CH3:38])=[CH:33][CH:32]=3)[N:30]=[C:21]([C:22]([O:24][CH2:25][CH3:26])=[O:23])[CH:20]=2)=[N:17][CH:18]=1)[C:6]1[CH:11]=[CH:10][CH:9]=[CH:8][CH:7]=1, predict the reactants needed to synthesize it. The reactants are: C(O)(=O)C.[CH2:5]([O:12][C:13]1[CH:14]=[CH:15][C:16]([C:19](=O)[CH2:20][C:21](=O)[C:22]([O:24][CH2:25][CH3:26])=[O:23])=[N:17][CH:18]=1)[C:6]1[CH:11]=[CH:10][CH:9]=[CH:8][CH:7]=1.[NH:29]([C:31]1[CH:32]=[CH:33][C:34]([O:37][CH3:38])=[N:35][CH:36]=1)[NH2:30].C(=O)(O)[O-].[Na+]. (4) The reactants are: [F:1][C:2]1[C:8]([F:9])=[CH:7][C:5]([NH2:6])=[C:4]([N+:10]([O-])=O)[CH:3]=1. Given the product [F:1][C:2]1[CH:3]=[C:4]([NH2:10])[C:5]([NH2:6])=[CH:7][C:8]=1[F:9], predict the reactants needed to synthesize it.